This data is from Full USPTO retrosynthesis dataset with 1.9M reactions from patents (1976-2016). The task is: Predict the reactants needed to synthesize the given product. (1) Given the product [CH2:1]([N:8]1[CH:12]=[C:11]([C:28]2[N:29]=[CH:34][CH:35]=[CH:36][C:27]=2[C:26]#[N:68])[CH:10]=[N:9]1)[C:2]1[CH:3]=[CH:4][CH:5]=[CH:6][CH:7]=1, predict the reactants needed to synthesize it. The reactants are: [CH2:1]([N:8]1[CH:12]=[C:11](B2OC(C)(C)C(C)(C)O2)[CH:10]=[N:9]1)[C:2]1[CH:7]=[CH:6][CH:5]=[CH:4][CH:3]=1.CO[C@@H]1[C@@H](C(OC)=O)[C@@H:36]2[C@@H:27]([CH2:28][N:29]3[C@H:34]([CH2:35]2)C2NC4C=C(OC)C=CC=4C=2CC3)[CH2:26][C@H]1OC(C1C=C(OC)C(OC)=C(OC)C=1)=O.C(#[N:68])C. (2) Given the product [F:21][C:19]1([F:22])[O:18][C:17]2[CH:23]=[CH:24][C:14]([C:11]3([C:9]([NH:8][C:6]4[N:7]=[C:2]([C:31]5[CH:30]=[N:29][C:28]([O:27][CH3:26])=[C:33]([O:34][CH3:35])[CH:32]=5)[C:3]([CH3:25])=[CH:4][CH:5]=4)=[O:10])[CH2:13][CH2:12]3)=[CH:15][C:16]=2[O:20]1, predict the reactants needed to synthesize it. The reactants are: Cl[C:2]1[N:7]=[C:6]([NH:8][C:9]([C:11]2([C:14]3[CH:24]=[CH:23][C:17]4[O:18][C:19]([F:22])([F:21])[O:20][C:16]=4[CH:15]=3)[CH2:13][CH2:12]2)=[O:10])[CH:5]=[CH:4][C:3]=1[CH3:25].[CH3:26][O:27][C:28]1[C:33]([O:34][CH3:35])=[CH:32][C:31](B2OC(C)(C)C(C)(C)O2)=[CH:30][N:29]=1.C(=O)([O-])[O-].[Na+].[Na+]. (3) The reactants are: [CH3:1][O:2][C:3]1[CH:4]=[C:5]2[C:10](=[CH:11][C:12]=1[O:13][CH2:14][CH2:15][NH:16][CH3:17])[N:9]=[CH:8][N:7]([CH2:18][O:19][C:20](=[O:25])[C:21]([CH3:24])([CH3:23])[CH3:22])[C:6]2=[O:26].ClC1[CH:33]=[C:32]([CH3:34])[N:31]=[CH:30][N:29]=1.[CH:35](N(CC)C(C)C)(C)C. Given the product [CH3:1][O:2][C:3]1[CH:4]=[C:5]2[C:10](=[CH:11][C:12]=1[O:13][CH2:14][CH2:15][N:16]([CH3:35])[C:17]1[CH:33]=[C:32]([CH3:34])[N:31]=[CH:30][N:29]=1)[N:9]=[CH:8][N:7]([CH2:18][O:19][C:20](=[O:25])[C:21]([CH3:23])([CH3:22])[CH3:24])[C:6]2=[O:26], predict the reactants needed to synthesize it. (4) The reactants are: [C:1]1([N:7]2[CH2:12][CH2:11][NH:10][CH2:9][CH2:8]2)[CH:6]=[CH:5][CH:4]=[CH:3][CH:2]=1.Br[CH2:14][C:15]#[N:16]. Given the product [C:1]1([N:7]2[CH2:12][CH2:11][N:10]([CH2:14][C:15]#[N:16])[CH2:9][CH2:8]2)[CH:6]=[CH:5][CH:4]=[CH:3][CH:2]=1, predict the reactants needed to synthesize it. (5) Given the product [CH2:9]([S:8][C:5]1[CH:6]=[CH:7][C:2]([NH:1][C:27]2[CH:26]=[C:25]([CH3:33])[C:24]([Br:23])=[CH:29][C:28]=2[O:30][CH3:31])=[C:3](/[CH:16]=[CH:17]/[C:18]([O:20][CH2:21][CH3:22])=[O:19])[CH:4]=1)[C:10]1[CH:15]=[CH:14][CH:13]=[CH:12][CH:11]=1, predict the reactants needed to synthesize it. The reactants are: [NH2:1][C:2]1[CH:7]=[CH:6][C:5]([S:8][CH2:9][C:10]2[CH:15]=[CH:14][CH:13]=[CH:12][CH:11]=2)=[CH:4][C:3]=1/[CH:16]=[CH:17]/[C:18]([O:20][CH2:21][CH3:22])=[O:19].[Br:23][C:24]1[CH:29]=[C:28]([O:30][CH3:31])[C:27](I)=[CH:26][C:25]=1[CH3:33].C(=O)([O-])[O-].[Cs+].[Cs+].